The task is: Predict the reaction yield, written as a fraction of the theoretical maximum amount of product (1.0 means a 100% yield; for example, 0.34 means a 34% yield).. This data is from Reaction yield outcomes from USPTO patents with 853,638 reactions. (1) The reactants are [CH3:1][C:2]1[C:6]([CH3:7])=[C:5]([NH:8][S:9]([C:12]2[S:13][C:14]([Br:17])=[CH:15][CH:16]=2)(=[O:11])=[O:10])[O:4][N:3]=1.[H-].[Na+].[CH3:20][O:21][CH2:22][CH2:23][O:24][CH2:25]Cl. The catalyst is C1COCC1. The product is [CH3:20][O:21][CH2:22][CH2:23][O:24][CH2:25][N:8]([C:5]1[O:4][N:3]=[C:2]([CH3:1])[C:6]=1[CH3:7])[S:9]([C:12]1[S:13][C:14]([Br:17])=[CH:15][CH:16]=1)(=[O:10])=[O:11]. The yield is 0.560. (2) The reactants are C[O:2][C:3](=[O:38])[CH:4]([N:16]1[CH2:21][CH2:20][N:19]([C:22](=[O:33])[CH:23]([NH2:32])[CH2:24][C:25]2[CH:30]=[CH:29][C:28]([F:31])=[CH:27][CH:26]=2)[CH:18]([CH2:34][CH:35]=[CH2:36])[C:17]1=[O:37])[CH2:5][C:6]1[CH:15]=[CH:14][C:13]2[C:8](=[CH:9][CH:10]=[CH:11][CH:12]=2)[CH:7]=1.CO.[Li+].[OH-].Cl. The catalyst is C1COCC1.O. The product is [CH2:34]([C@@H:18]1[N:19]([C:22](=[O:33])[C@H:23]([NH2:32])[CH2:24][C:25]2[CH:30]=[CH:29][C:28]([F:31])=[CH:27][CH:26]=2)[CH2:20][CH2:21][N:16]([C@@H:4]([CH2:5][C:6]2[CH:15]=[CH:14][C:13]3[C:8](=[CH:9][CH:10]=[CH:11][CH:12]=3)[CH:7]=2)[C:3]([OH:38])=[O:2])[C:17]1=[O:37])[CH:35]=[CH2:36]. The yield is 1.00. (3) The yield is 0.240. No catalyst specified. The product is [CH2:20]([O:21][C:2]([C:3]1[CH:4]=[C:5]([NH2:6])[N:17]([C:11]2[CH:16]=[CH:15][CH:14]=[CH:13][CH:12]=2)[N:18]=1)([CH3:9])[CH3:8])[CH3:19]. The reactants are F[C:2]([CH3:9])([CH3:8])[C:3](=O)[CH2:4][C:5]#[N:6].Cl.[C:11]1([NH:17][NH2:18])[CH:16]=[CH:15][CH:14]=[CH:13][CH:12]=1.[CH3:19][CH2:20][OH:21]. (4) The yield is 0.640. The reactants are [Cl:1][C:2]1[CH:7]=[CH:6][C:5]([S:8]([CH:11]([C:18]2[CH:23]=[C:22]([F:24])[CH:21]=[CH:20][C:19]=2[F:25])[CH2:12][CH2:13][S:14][CH2:15][CH2:16]O)(=[O:10])=[O:9])=[CH:4][CH:3]=1.C(C=P(CCCC)(CCCC)CCCC)#N. The product is [Cl:1][C:2]1[CH:7]=[CH:6][C:5]([S:8]([C:11]2([C:18]3[CH:23]=[C:22]([F:24])[CH:21]=[CH:20][C:19]=3[F:25])[CH2:16][CH2:15][S:14][CH2:13][CH2:12]2)(=[O:10])=[O:9])=[CH:4][CH:3]=1. The catalyst is C1(C)C=CC=CC=1.CCCCCC. (5) The reactants are [F:1][C:2]1[CH:11]=[C:10]2[C:5]([CH:6]=[CH:7][N:8]([C:13]3[CH:18]=[CH:17][C:16]([N+:19]([O-])=O)=[CH:15][CH:14]=3)[C:9]2=[O:12])=[CH:4][C:3]=1[NH:22][CH3:23].[Cl:24]N1C(=O)CCC1=O.[Sn](Cl)Cl.C(=O)([O-])[O-].[Na+].[Na+].C([O:43][C:44](=O)[NH:45][S:46]([C:49]1[S:50][C:51]([Cl:54])=[CH:52][CH:53]=1)(=[O:48])=[O:47])C. The catalyst is CN(C=O)C.C1(C)C=CC=CC=1. The product is [Cl:54][C:51]1[S:50][C:49]([S:46]([NH:45][C:44]([NH:19][C:16]2[CH:17]=[CH:18][C:13]([N:8]3[CH:7]=[CH:6][C:5]4[C:10](=[CH:11][C:2]([F:1])=[C:3]([NH:22][CH3:23])[C:4]=4[Cl:24])[C:9]3=[O:12])=[CH:14][CH:15]=2)=[O:43])(=[O:48])=[O:47])=[CH:53][CH:52]=1. The yield is 0.0600.